Dataset: Forward reaction prediction with 1.9M reactions from USPTO patents (1976-2016). Task: Predict the product of the given reaction. (1) Given the reactants FC(F)(F)S(O[C:7]1[C:16]2[C:11](=[C:12]([C:17]([F:20])([F:19])[F:18])[CH:13]=[CH:14][CH:15]=2)[N:10]=[C:9]([CH3:21])[N:8]=1)(=O)=O.[Cl:24][C:25]1[CH:30]=[CH:29][C:28]([O:31][CH3:32])=[CH:27][C:26]=1B(O)O.[O-]P([O-])([O-])=O.[K+].[K+].[K+].CCOC(C)=O, predict the reaction product. The product is: [Cl:24][C:25]1[CH:30]=[CH:29][C:28]([O:31][CH3:32])=[CH:27][C:26]=1[C:7]1[C:16]2[C:11](=[C:12]([C:17]([F:20])([F:19])[F:18])[CH:13]=[CH:14][CH:15]=2)[N:10]=[C:9]([CH3:21])[N:8]=1. (2) Given the reactants [CH:1]12[O:8][CH:5]([CH2:6][CH2:7]1)[CH2:4][N:3]([C:9]1[N:14]=[C:13]([C:15]3[CH:21]=[CH:20][C:18]([NH2:19])=[CH:17][CH:16]=3)[N:12]=[C:11]3[N:22]([CH:25]4[CH2:30][CH2:29][N:28]([CH2:31][C:32]([F:35])([F:34])[F:33])[CH2:27][CH2:26]4)[N:23]=[CH:24][C:10]=13)[CH2:2]2.ClC(Cl)(O[C:40](=[O:46])[O:41][C:42](Cl)(Cl)Cl)Cl.C(N(CC)CC)C.C(O)[CH2:56][OH:57], predict the reaction product. The product is: [OH:57][CH2:56][CH2:42][O:41][C:40](=[O:46])[NH:19][C:18]1[CH:20]=[CH:21][C:15]([C:13]2[N:12]=[C:11]3[N:22]([CH:25]4[CH2:26][CH2:27][N:28]([CH2:31][C:32]([F:34])([F:35])[F:33])[CH2:29][CH2:30]4)[N:23]=[CH:24][C:10]3=[C:9]([N:3]3[CH2:4][CH:5]4[O:8][CH:1]([CH2:7][CH2:6]4)[CH2:2]3)[N:14]=2)=[CH:16][CH:17]=1. (3) Given the reactants [C:1]([O:5][C:6]([N:8]1[CH2:12][CH2:11][CH2:10][CH:9]1[C:13]1[CH:17]=[C:16]([CH2:18]Br)[O:15][N:14]=1)=[O:7])([CH3:4])([CH3:3])[CH3:2].[CH2:20]([O:22][C:23](=[O:26])[CH2:24][NH2:25])[CH3:21].[C:27]1([C:33]([C:39]2[CH:44]=[CH:43][CH:42]=[CH:41][CH:40]=2)=NCC(O)=O)[CH:32]=[CH:31][CH:30]=[CH:29][CH:28]=1.[OH-].[K+].Cl, predict the reaction product. The product is: [C:1]([O:5][C:6]([N:8]1[CH2:12][CH2:11][CH2:10][CH:9]1[C:13]1[CH:17]=[C:16]([CH2:18][CH:24]([N:25]=[C:33]([C:27]2[CH:32]=[CH:31][CH:30]=[CH:29][CH:28]=2)[C:39]2[CH:44]=[CH:43][CH:42]=[CH:41][CH:40]=2)[C:23]([O:22][CH2:20][CH3:21])=[O:26])[O:15][N:14]=1)=[O:7])([CH3:4])([CH3:3])[CH3:2]. (4) Given the reactants Cl[S:2]([N:5]=C=O)(=[O:4])=[O:3].C(O)=O.S(Cl)(=O)(=O)N.[NH2:16][C:17]1[N:22]=[C:21]([C:23]2[CH:28]=[CH:27][C:26]([OH:29])=[CH:25][CH:24]=2)[CH:20]=[C:19]([NH:30][C:31]2[CH:36]=[CH:35][C:34]([O:37][C:38]3[CH:43]=[CH:42][N:41]=[C:40]([C:44]([F:47])([F:46])[F:45])[CH:39]=3)=[CH:33][CH:32]=2)[N:18]=1, predict the reaction product. The product is: [S:2](=[O:3])(=[O:4])([O:29][C:26]1[CH:27]=[CH:28][C:23]([C:21]2[CH:20]=[C:19]([NH:30][C:31]3[CH:36]=[CH:35][C:34]([O:37][C:38]4[CH:43]=[CH:42][N:41]=[C:40]([C:44]([F:46])([F:47])[F:45])[CH:39]=4)=[CH:33][CH:32]=3)[N:18]=[C:17]([NH2:16])[N:22]=2)=[CH:24][CH:25]=1)[NH2:5]. (5) The product is: [CH:6]1([Si:2]([CH:9]2[CH:8]=[CH:7][CH:6]=[CH:10]2)([Cl:5])[Cl:1])[CH:10]=[CH:9][CH:8]=[CH:7]1. Given the reactants [Cl:1][Si:2]([Cl:5])(Cl)Cl.[CH:6]1([Li])[CH:10]=[CH:9][CH:8]=[CH:7]1.[Cl-].[Li+], predict the reaction product. (6) Given the reactants [NH2:1][C:2]1[CH:3]=[C:4]([CH:20]=[CH:21][C:22]=1[O:23][CH:24]1[CH2:26][CH2:25]1)[C:5]([NH:7][C:8]1[CH:13]=[CH:12][C:11]([C:14]2[CH:19]=[CH:18][CH:17]=[CH:16][CH:15]=2)=[CH:10][CH:9]=1)=[O:6].[N:27]1([C:33]2([C:36](O)=[O:37])[CH2:35][CH2:34]2)[CH2:32][CH2:31][O:30][CH2:29][CH2:28]1.C1CN([P+](ON2N=NC3C=CC=CC2=3)(N2CCCC2)N2CCCC2)CC1.F[P-](F)(F)(F)(F)F.C(N(C(C)C)C(C)C)C, predict the reaction product. The product is: [C:11]1([C:14]2[CH:19]=[CH:18][CH:17]=[CH:16][CH:15]=2)[CH:10]=[CH:9][C:8]([NH:7][C:5](=[O:6])[C:4]2[CH:20]=[CH:21][C:22]([O:23][CH:24]3[CH2:25][CH2:26]3)=[C:2]([NH:1][C:36]([C:33]3([N:27]4[CH2:32][CH2:31][O:30][CH2:29][CH2:28]4)[CH2:35][CH2:34]3)=[O:37])[CH:3]=2)=[CH:13][CH:12]=1. (7) Given the reactants [CH3:1][O:2][C:3]1[CH:4]=[C:5]2[C:10](=[CH:11][C:12]=1[O:13][CH3:14])[N:9]=[CH:8][CH:7]=[C:6]2[O:15][C:16]1[CH:23]=[CH:22][C:21]([I:24])=[CH:20][C:17]=1[CH:18]=[O:19].[CH2:25]([Mg]Br)[CH3:26].O, predict the reaction product. The product is: [CH3:1][O:2][C:3]1[CH:4]=[C:5]2[C:10](=[CH:11][C:12]=1[O:13][CH3:14])[N:9]=[CH:8][CH:7]=[C:6]2[O:15][C:16]1[CH:23]=[CH:22][C:21]([I:24])=[CH:20][C:17]=1[CH:18]([OH:19])[CH2:25][CH3:26]. (8) The product is: [ClH:1].[CH3:24][C:22]1([CH3:25])[C:21]2[C:20]3[CH:19]=[CH:18][CH:17]=[CH:16][C:15]=3[NH:14][C:13]=2[C:12]([C:26]([O:28][CH:29]([CH3:31])[CH3:30])=[O:27])=[CH:11][N:10]([C:8](=[O:9])[C:7]2[CH:32]=[CH:33][C:4]([CH2:3][CH2:2][N:34]3[CH2:39][CH2:38][O:37][CH2:36][CH2:35]3)=[CH:5][CH:6]=2)[CH2:23]1. Given the reactants [Cl:1][CH2:2][CH2:3][C:4]1[CH:33]=[CH:32][C:7]([C:8]([N:10]2[CH2:23][C:22]([CH3:25])([CH3:24])[C:21]3[C:20]4[CH:19]=[CH:18][CH:17]=[CH:16][C:15]=4[NH:14][C:13]=3[C:12]([C:26]([O:28][CH:29]([CH3:31])[CH3:30])=[O:27])=[CH:11]2)=[O:9])=[CH:6][CH:5]=1.[NH:34]1[CH2:39][CH2:38][O:37][CH2:36][CH2:35]1.[I-].[K+].C(N(CC)CC)C, predict the reaction product. (9) Given the reactants [Cl:1][C:2]1[CH:22]=[C:21]([Cl:23])[CH:20]=[CH:19][C:3]=1[CH:4]([O:12][CH:13]1[CH2:18][CH2:17][NH:16][CH2:15][CH2:14]1)[C:5]1[CH:10]=[CH:9][C:8]([Cl:11])=[CH:7][CH:6]=1.[N-]=C=O.ClC1C=CC=CC=1C(OC1CCN([C:45]([NH:47][C:48]23CC4C[CH:54]([CH2:56][CH:50](C4)[CH2:49]2)[CH2:55]3)=[O:46])CC1)C1C=CC(Cl)=CC=1, predict the reaction product. The product is: [Cl:1][C:2]1[CH:22]=[C:21]([Cl:23])[CH:20]=[CH:19][C:3]=1[CH:4]([O:12][CH:13]1[CH2:14][CH2:15][N:16]([C:45]([NH:47][CH:48]2[CH2:55][CH2:54][CH2:56][CH2:50][CH2:49]2)=[O:46])[CH2:17][CH2:18]1)[C:5]1[CH:10]=[CH:9][C:8]([Cl:11])=[CH:7][CH:6]=1.